This data is from Catalyst prediction with 721,799 reactions and 888 catalyst types from USPTO. The task is: Predict which catalyst facilitates the given reaction. (1) Reactant: [C:1]1([C:7]2([CH3:17])[C:12](=[O:13])[N:11]([CH3:14])[C:10](=[O:15])[NH:9][C:8]2=[O:16])[CH2:6][CH2:5][CH2:4][CH2:3][CH:2]=1.[H-].[Na+].Br.Br[CH2:22][C:23]([C:25]1[CH:30]=[CH:29][N:28]=[CH:27][CH:26]=1)=[O:24]. Product: [C:1]1([C:7]2([CH3:17])[C:12](=[O:13])[N:11]([CH3:14])[C:10](=[O:15])[N:9]([CH2:22][C:23](=[O:24])[C:25]3[CH:30]=[CH:29][N:28]=[CH:27][CH:26]=3)[C:8]2=[O:16])[CH2:6][CH2:5][CH2:4][CH2:3][CH:2]=1. The catalyst class is: 3. (2) Reactant: CC1(C)[O:6][CH:5]([CH:7]2[C:12](=[O:13])[NH:11][C:10]3[CH:14]=[CH:15][CH:16]=[CH:17][C:9]=3[S:8]2)[C:4](=O)[O:3]1.[NH2:20][OH:21]. Product: [OH:6][CH:5]([CH:7]1[C:12](=[O:13])[NH:11][C:10]2[CH:14]=[CH:15][CH:16]=[CH:17][C:9]=2[S:8]1)[C:4]([NH:20][OH:21])=[O:3]. The catalyst class is: 1. (3) Reactant: C(OC([N:8]1[CH2:13][CH2:12][CH:11]([NH:14][S:15]([C:18]2[C:27]3[C:22](=[C:23]([C:28](=[O:37])[NH:29][CH:30]4[CH2:35][CH2:34][CH2:33][CH2:32][CH:31]4[CH3:36])[CH:24]=[CH:25][CH:26]=3)[CH:21]=[CH:20][CH:19]=2)(=[O:17])=[O:16])[CH2:10][CH2:9]1)=O)(C)(C)C. Product: [CH3:36][CH:31]1[CH2:32][CH2:33][CH2:34][CH2:35][CH:30]1[NH:29][C:28]([C:23]1[C:22]2[C:27](=[C:18]([S:15](=[O:17])(=[O:16])[NH:14][CH:11]3[CH2:10][CH2:9][NH:8][CH2:13][CH2:12]3)[CH:19]=[CH:20][CH:21]=2)[CH:26]=[CH:25][CH:24]=1)=[O:37]. The catalyst class is: 89. (4) Reactant: [CH:1]([C:3]1[C:8]2[O:9][C:10](=[O:23])[C:11]3[CH2:12][N:13]([C:17]([O:19][CH2:20][CH:21]=[CH2:22])=[O:18])[CH2:14][CH2:15][C:16]=3[C:7]=2[CH:6]=[CH:5][C:4]=1[OH:24])=[O:2].CCN(C(C)C)C(C)C.[CH3:34][O:35][CH2:36]Cl. Product: [CH:1]([C:3]1[C:8]2[O:9][C:10](=[O:23])[C:11]3[CH2:12][N:13]([C:17]([O:19][CH2:20][CH:21]=[CH2:22])=[O:18])[CH2:14][CH2:15][C:16]=3[C:7]=2[CH:6]=[CH:5][C:4]=1[O:24][CH2:34][O:35][CH3:36])=[O:2]. The catalyst class is: 2. (5) Reactant: C1(N=C=NC2CCCCC2)CCCCC1.[CH:16]1[C:25]2[C:20](=[C:21]([CH2:26][C:27]([OH:29])=O)[CH:22]=[CH:23][CH:24]=2)[CH:19]=[CH:18][N:17]=1.ON1C2N=CC=CC=2N=N1.[F:40][C:41]([F:52])([F:51])[O:42][C:43]1[CH:50]=[CH:49][C:46]([CH2:47][NH2:48])=[CH:45][CH:44]=1.CC[NH+](CC)CC.CC[NH+](CC)CC.C([O-])([O-])=O. Product: [CH:16]1[C:25]2[C:20](=[C:21]([CH2:26][C:27]([NH:48][CH2:47][C:46]3[CH:49]=[CH:50][C:43]([O:42][C:41]([F:40])([F:51])[F:52])=[CH:44][CH:45]=3)=[O:29])[CH:22]=[CH:23][CH:24]=2)[CH:19]=[CH:18][N:17]=1. The catalyst class is: 236. (6) Reactant: [Br:1][C:2]1[CH:7]=[CH:6][C:5]([S:8][CH3:9])=[CH:4][CH:3]=1.[OH:10]OS([O-])=O.[K+].S([O-])(O[O-])(=O)=O.[K+].[K+].OP(O)(O)=O.[OH2:29]. Product: [Br:1][C:2]1[CH:7]=[CH:6][C:5]([S:8]([CH3:9])(=[O:10])=[O:29])=[CH:4][CH:3]=1. The catalyst class is: 8. (7) Reactant: [Cl:1][C:2]1[CH:3]=[C:4]([CH2:9][C:10]([OH:12])=O)[CH:5]=[CH:6][C:7]=1[F:8].[CH3:13]N1C=CN=C1. Product: [Cl:1][C:2]1[CH:3]=[C:4]([CH2:9][C:10](=[O:12])[CH3:13])[CH:5]=[CH:6][C:7]=1[F:8]. The catalyst class is: 152. (8) Reactant: Cl[C:2]1[C:7]([Cl:8])=[N:6][N:5]([CH3:9])[C:4](=[O:10])[CH:3]=1.CC1(C)C(C)(C)OB([C:19]2[CH:24]=[CH:23][C:22]([NH:25][C:26](=[O:28])[CH3:27])=[CH:21][CH:20]=2)O1.C(=O)([O-])[O-].[Cs+].[Cs+]. The catalyst class is: 38. Product: [Cl:8][C:7]1[C:2]([C:19]2[CH:24]=[CH:23][C:22]([NH:25][C:26](=[O:28])[CH3:27])=[CH:21][CH:20]=2)=[CH:3][C:4](=[O:10])[N:5]([CH3:9])[N:6]=1. (9) Reactant: [NH2:1][CH2:2][CH:3]1[O:8][CH2:7][CH2:6][N:5]([C:9]2[S:10][C:11]3[C:17](=[O:18])[CH2:16][C:15]([CH3:20])([CH3:19])[CH2:14][C:12]=3[N:13]=2)[CH2:4]1.N1C=CC=CC=1.[C:27]1([S:33](Cl)(=[O:35])=[O:34])[CH:32]=[CH:31][CH:30]=[CH:29][CH:28]=1. Product: [CH3:19][C:15]1([CH3:20])[CH2:14][C:12]2[N:13]=[C:9]([N:5]3[CH2:6][CH2:7][O:8][CH:3]([CH2:2][NH:1][S:33]([C:27]4[CH:32]=[CH:31][CH:30]=[CH:29][CH:28]=4)(=[O:35])=[O:34])[CH2:4]3)[S:10][C:11]=2[C:17](=[O:18])[CH2:16]1. The catalyst class is: 2. (10) Reactant: [C:1]([O:4][CH2:5][C@@H:6]([N:19](C(OC(C)(C)C)=O)[CH3:20])[CH2:7][CH2:8][C:9]([O:11][CH2:12][C:13]1[CH:18]=[CH:17][CH:16]=[CH:15][CH:14]=1)=[O:10])(=[O:3])[CH3:2].[ClH:28]. Product: [ClH:28].[C:1]([O:4][CH2:5][C@@H:6]([NH:19][CH3:20])[CH2:7][CH2:8][C:9]([O:11][CH2:12][C:13]1[CH:14]=[CH:15][CH:16]=[CH:17][CH:18]=1)=[O:10])(=[O:3])[CH3:2]. The catalyst class is: 52.